This data is from Full USPTO retrosynthesis dataset with 1.9M reactions from patents (1976-2016). The task is: Predict the reactants needed to synthesize the given product. (1) Given the product [NH2:14][C:9]1[CH:10]=[C:11]2[C:6](=[CH:7][CH:8]=1)[N:5]([CH2:17][CH2:18][C:19]#[N:20])[C:4](=[O:21])[N:3]([CH2:1][CH3:2])[C:12]2=[O:13], predict the reactants needed to synthesize it. The reactants are: [CH2:1]([N:3]1[C:12](=[O:13])[C:11]2[C:6](=[CH:7][CH:8]=[C:9]([N+:14]([O-])=O)[CH:10]=2)[N:5]([CH2:17][CH2:18][C:19]#[N:20])[C:4]1=[O:21])[CH3:2].[Sn](Cl)Cl. (2) The reactants are: [Br:1][C:2]1[C:3]([O:13][CH3:14])=[CH:4][C:5]([CH3:12])=[C:6]([NH:8]C(=O)C)[CH:7]=1.Cl.C([O-])(O)=O.[Na+]. Given the product [Br:1][C:2]1[C:3]([O:13][CH3:14])=[CH:4][C:5]([CH3:12])=[C:6]([CH:7]=1)[NH2:8], predict the reactants needed to synthesize it.